Dataset: Forward reaction prediction with 1.9M reactions from USPTO patents (1976-2016). Task: Predict the product of the given reaction. (1) Given the reactants [Li+].[CH3:2][CH:3]([N-:5]C(C)C)C.C(=O)=O.CC(C)=O.C[O:17][C:18]([C:20]1([C:23]([F:26])([F:25])[F:24])[CH2:22][CH2:21]1)=O.C(#N)C, predict the reaction product. The product is: [O:17]=[C:18]([C:20]1([C:23]([F:26])([F:25])[F:24])[CH2:22][CH2:21]1)[CH2:2][C:3]#[N:5]. (2) Given the reactants [O:1]=[C:2]1[NH:6][CH2:5][CH:4]([CH2:7][N:8]2[C:16]3[C:11](=[CH:12][CH:13]=[CH:14][CH:15]=3)[C:10]3([C:20]4=[CH:21][C:22]5[O:26][CH2:25][O:24][C:23]=5[CH:27]=[C:19]4[O:18][CH2:17]3)[C:9]2=[O:28])[O:3]1.[OH-].[Na+].S(OC)(O[CH3:35])(=O)=O, predict the reaction product. The product is: [CH3:35][N:6]1[CH2:5][CH:4]([CH2:7][N:8]2[C:16]3[C:11](=[CH:12][CH:13]=[CH:14][CH:15]=3)[C:10]3([C:20]4=[CH:21][C:22]5[O:26][CH2:25][O:24][C:23]=5[CH:27]=[C:19]4[O:18][CH2:17]3)[C:9]2=[O:28])[O:3][C:2]1=[O:1]. (3) Given the reactants [CH3:1][CH2:2][O:3][C:4]([C:6]([NH2:8])=S)=[O:5].[CH:9]([NH:11][NH2:12])=[O:10], predict the reaction product. The product is: [CH2:2]([O:3][C:4](=[O:5])[C:6]([N:11]([CH:9]=[O:10])[NH2:12])=[NH:8])[CH3:1]. (4) Given the reactants [N:1]1[CH:6]=[CH:5][C:4]([CH:7]=O)=[CH:3][CH:2]=1.[CH3:9][O:10][C:11]1[CH:12]=[C:13]([CH:17]=[CH:18][C:19]=1[O:20][CH3:21])[CH2:14][C:15]#[N:16], predict the reaction product. The product is: [CH3:9][O:10][C:11]1[CH:12]=[C:13](/[C:14](=[CH:7]/[C:4]2[CH:3]=[CH:2][N:1]=[CH:6][CH:5]=2)/[C:15]#[N:16])[CH:17]=[CH:18][C:19]=1[O:20][CH3:21]. (5) Given the reactants [Cl:1][C:2]1[CH:7]=[CH:6][C:5]([C:8]2(O)[C:12]3[C:13]([CH3:33])=[C:14]([N:19]4[CH2:24][CH2:23][N:22]([C:25]5[CH:30]=[CH:29][C:28]([O:31][CH3:32])=[CH:27][CH:26]=5)[CH2:21][CH2:20]4)[C:15]([CH3:18])=[C:16]([CH3:17])[C:11]=3[O:10][C:9]2([CH3:35])[CH3:34])=[CH:4][CH:3]=1, predict the reaction product. The product is: [Cl:1][C:2]1[CH:7]=[CH:6][C:5]([CH:8]2[C:12]3[C:13]([CH3:33])=[C:14]([N:19]4[CH2:24][CH2:23][N:22]([C:25]5[CH:26]=[CH:27][C:28]([O:31][CH3:32])=[CH:29][CH:30]=5)[CH2:21][CH2:20]4)[C:15]([CH3:18])=[C:16]([CH3:17])[C:11]=3[O:10][C:9]2([CH3:35])[CH3:34])=[CH:4][CH:3]=1. (6) The product is: [Br-:14].[NH2:1][C:4]1[CH:12]=[C:11]2[C:7](=[CH:6][CH:5]=1)[CH:8]([P+:21]([C:22]1[CH:23]=[CH:24][CH:25]=[CH:26][CH:27]=1)([C:28]1[CH:33]=[CH:32][CH:31]=[CH:30][CH:29]=1)[C:15]1[CH:16]=[CH:17][CH:18]=[CH:19][CH:20]=1)[O:9][C:10]2=[O:13]. Given the reactants [N+:1]([C:4]1[CH:12]=[C:11]2[C:7]([CH:8]([Br:14])[O:9][C:10]2=[O:13])=[CH:6][CH:5]=1)([O-])=O.[C:15]1([P:21]([C:28]2[CH:33]=[CH:32][CH:31]=[CH:30][CH:29]=2)[C:22]2[CH:27]=[CH:26][CH:25]=[CH:24][CH:23]=2)[CH:20]=[CH:19][CH:18]=[CH:17][CH:16]=1, predict the reaction product. (7) Given the reactants I[CH2:2][CH2:3][O:4][CH2:5][CH2:6][O:7][CH2:8][CH2:9][P:10](=[O:17])([O:14][CH2:15][CH3:16])[O:11][CH2:12][CH3:13].[N-:18]=[N+:19]=[N-:20].[Na+], predict the reaction product. The product is: [N:18]([CH2:2][CH2:3][O:4][CH2:5][CH2:6][O:7][CH2:8][CH2:9][P:10](=[O:17])([O:14][CH2:15][CH3:16])[O:11][CH2:12][CH3:13])=[N+:19]=[N-:20]. (8) Given the reactants [Cl:1][CH2:2][CH2:3][CH2:4][C:5](Cl)=[O:6].N1C=CC=CC=1.[C:14]([OH:18])([CH3:17])([CH3:16])[CH3:15], predict the reaction product. The product is: [Cl:1][CH2:2][CH2:3][CH2:4][C:5]([O:18][C:14]([CH3:17])([CH3:16])[CH3:15])=[O:6].